This data is from Catalyst prediction with 721,799 reactions and 888 catalyst types from USPTO. The task is: Predict which catalyst facilitates the given reaction. (1) Reactant: [Cl:1][C:2]1[CH:3]=[C:4]([C:23]2([C:27]([O:29]CC)=[O:28])[CH2:26][CH2:25][CH2:24]2)[CH:5]=[C:6]([C:14]2[CH:19]=[CH:18][C:17]([CH:20]([CH3:22])[CH3:21])=[CH:16][CH:15]=2)[C:7]=1[O:8][CH2:9][C:10]([F:13])([F:12])[F:11].O.[OH-].[Li+]. Product: [Cl:1][C:2]1[CH:3]=[C:4]([C:23]2([C:27]([OH:29])=[O:28])[CH2:26][CH2:25][CH2:24]2)[CH:5]=[C:6]([C:14]2[CH:19]=[CH:18][C:17]([CH:20]([CH3:22])[CH3:21])=[CH:16][CH:15]=2)[C:7]=1[O:8][CH2:9][C:10]([F:13])([F:12])[F:11]. The catalyst class is: 200. (2) Reactant: [NH:1]1[CH:5]=[C:4]([CH2:6][N:7]2[C:15]3[C:10](=[C:11]([NH:16][C:17]([C:19]4[N:23]5[CH:24]=[CH:25][CH:26]=[CH:27][C:22]5=[N:21][CH:20]=4)=[O:18])[CH:12]=[CH:13][CH:14]=3)[C:9]([CH2:28][CH3:29])=[N:8]2)[CH:3]=[N:2]1.Br[CH2:31][CH2:32][O:33][Si:34]([C:37]([CH3:40])([CH3:39])[CH3:38])([CH3:36])[CH3:35].O.[OH-].[Cs+]. Product: [Si:34]([O:33][CH2:32][CH2:31][N:1]1[CH:5]=[C:4]([CH2:6][N:7]2[C:15]3[C:10](=[C:11]([NH:16][C:17]([C:19]4[N:23]5[CH:24]=[CH:25][CH:26]=[CH:27][C:22]5=[N:21][CH:20]=4)=[O:18])[CH:12]=[CH:13][CH:14]=3)[C:9]([CH2:28][CH3:29])=[N:8]2)[CH:3]=[N:2]1)([C:37]([CH3:40])([CH3:39])[CH3:38])([CH3:36])[CH3:35]. The catalyst class is: 3. (3) The catalyst class is: 70. Product: [CH3:15][C:14]1[N:13]=[C:12]([NH:16][C:17]([NH:19][C:20](=[O:24])[CH:21]([CH3:23])[CH3:22])=[O:18])[CH:11]=[CH:10][C:9]=1[O:8][C:6]1[CH:5]=[CH:4][N:3]=[C:2]([C:39]2[CH:44]=[CH:43][N:42]=[C:41]([N:45]3[CH2:46][CH2:47][O:48][CH2:49][CH2:50]3)[CH:40]=2)[CH:7]=1. Reactant: Cl[C:2]1[CH:7]=[C:6]([O:8][C:9]2[CH:10]=[CH:11][C:12]([NH:16][C:17]([NH:19][C:20](=[O:24])[CH:21]([CH3:23])[CH3:22])=[O:18])=[N:13][C:14]=2[CH3:15])[CH:5]=[CH:4][N:3]=1.C([O-])([O-])=O.[K+].[K+].CC1(C)C(C)(C)OB([C:39]2[CH:44]=[CH:43][N:42]=[C:41]([N:45]3[CH2:50][CH2:49][O:48][CH2:47][CH2:46]3)[CH:40]=2)O1. (4) The catalyst class is: 11. Product: [C:1]([O:4][CH2:5][C:6](=[O:35])[C@:7]1([O:34][Si:27]([CH3:30])([CH3:29])[CH3:28])[C@:24]2([CH3:25])[C@H:10]([C@H:11]3[C@:21]([F:31])([C@@H:22]([O:26][Si:27]([CH3:28])([CH3:30])[CH3:29])[CH2:23]2)[C@:19]2([CH3:20])[C:14](=[CH:15][C:16](=[O:32])[CH:17]=[CH:18]2)[CH2:13][CH2:12]3)[CH2:9][C@@H:8]1[CH3:33])(=[O:3])[CH3:2]. Reactant: [C:1]([O:4][CH2:5][C:6](=[O:35])[C@:7]1([OH:34])[C@:24]2([CH3:25])[C@H:10]([C@H:11]3[C@:21]([F:31])([C@@H:22]([O:26][Si:27]([CH3:30])([CH3:29])[CH3:28])[CH2:23]2)[C@:19]2([CH3:20])[C:14](=[CH:15][C:16](=[O:32])[CH:17]=[CH:18]2)[CH2:13][CH2:12]3)[CH2:9][C@@H:8]1[CH3:33])(=[O:3])[CH3:2].C(N=C=O)C.COC(C)(C)C.CCCCCC.C(Cl)(Cl)Cl. (5) Product: [CH3:13][O:14][C:15]1[CH:16]=[CH:17][C:18]([O:19][C:20]2[C:25](=[O:26])[N:24]([CH2:27][C:28]3[CH:33]=[CH:32][C:31]([C:34]4[CH:39]=[CH:38][CH:37]=[CH:36][C:35]=4[C:40]4[NH:3][C:4](=[O:7])[O:5][N:41]=4)=[CH:30][CH:29]=3)[C:23]([CH2:42][CH2:43][CH3:44])=[N:22][C:21]=2[CH3:45])=[CH:46][CH:47]=1. The catalyst class is: 13. Reactant: [Cl-].O[NH3+:3].[C:4](=[O:7])([O-])[OH:5].[Na+].CS(C)=O.[CH3:13][O:14][C:15]1[CH:47]=[CH:46][C:18]([O:19][C:20]2[C:25](=[O:26])[N:24]([CH2:27][C:28]3[CH:33]=[CH:32][C:31]([C:34]4[C:35]([C:40]#[N:41])=[CH:36][CH:37]=[CH:38][CH:39]=4)=[CH:30][CH:29]=3)[C:23]([CH2:42][CH2:43][CH3:44])=[N:22][C:21]=2[CH3:45])=[CH:17][CH:16]=1. (6) Reactant: [NH3:1].C1COCC1.[CH3:7][N:8]1[CH:13]=[C:12]([S:14](Cl)(=[O:16])=[O:15])[C:11](=[O:18])[N:10]([CH3:19])[C:9]1=[O:20]. Product: [CH3:7][N:8]1[CH:13]=[C:12]([S:14]([NH2:1])(=[O:16])=[O:15])[C:11](=[O:18])[N:10]([CH3:19])[C:9]1=[O:20]. The catalyst class is: 22. (7) Reactant: [CH3:1][C:2]1[CH:7]=[CH:6][C:5]([S:8]([O:11][C@H:12]2[C@:16]([OH:18])([CH3:17])[CH:15]([OH:19])[O:14][C@@H:13]2[CH2:20][O:21][Si:22]([C:35]([CH3:38])([CH3:37])[CH3:36])([C:29]2[CH:34]=[CH:33][CH:32]=[CH:31][CH:30]=2)[C:23]2[CH:28]=[CH:27][CH:26]=[CH:25][CH:24]=2)(=[O:10])=[O:9])=[CH:4][CH:3]=1.CO[C:41](OC)([CH3:43])[CH3:42].CC1C=CC(S(O)(=O)=O)=CC=1.C([O-])(O)=O.[Na+]. Product: [CH3:1][C:2]1[CH:3]=[CH:4][C:5]([S:8]([O:11][C@H:12]2[C@@:16]3([CH3:17])[O:18][C:41]([CH3:43])([CH3:42])[O:19][CH:15]3[O:14][C@@H:13]2[CH2:20][O:21][Si:22]([C:35]([CH3:38])([CH3:37])[CH3:36])([C:29]2[CH:30]=[CH:31][CH:32]=[CH:33][CH:34]=2)[C:23]2[CH:28]=[CH:27][CH:26]=[CH:25][CH:24]=2)(=[O:10])=[O:9])=[CH:6][CH:7]=1. The catalyst class is: 2. (8) Reactant: [Br:1][C:2]1[C:11]2[C:6](=[CH:7][C:8]([F:12])=[CH:9][CH:10]=2)[CH:5]=[C:4]([C:13](NO)=[O:14])[CH:3]=1.CN(C([O:24]N1N=NC2C=CC=CC1=2)=[N+](C)C)C.[B-](F)(F)(F)F.CCN(C(C)C)C(C)C.Cl.NO.[NH4+].[Cl-]. Product: [Br:1][C:2]1[C:11]2[C:6](=[CH:7][C:8]([F:12])=[CH:9][CH:10]=2)[CH:5]=[C:4]([C:13]([OH:14])=[O:24])[CH:3]=1. The catalyst class is: 3. (9) Reactant: [Cl:1][C:2]1[CH:3]=[C:4]([NH:9][C:10]2[C:11]3[CH2:18][C:17](=[O:19])[NH:16][C:12]=3[N:13]=[CH:14][N:15]=2)[CH:5]=[CH:6][C:7]=1[F:8].[CH3:20][C:21]1[CH:25]=[C:24]([CH2:26][CH2:27][C:28]([N:30]2[CH2:35][CH2:34][N:33]([CH3:36])[CH2:32][CH2:31]2)=[O:29])[NH:23][C:22]=1[CH:37]=O. The catalyst class is: 495. Product: [Cl:1][C:2]1[CH:3]=[C:4]([NH:9][C:10]2[C:11]3[C:18](=[CH:37][C:22]4[NH:23][C:24]([CH2:26][CH2:27][C:28]([N:30]5[CH2:31][CH2:32][N:33]([CH3:36])[CH2:34][CH2:35]5)=[O:29])=[CH:25][C:21]=4[CH3:20])[C:17](=[O:19])[NH:16][C:12]=3[N:13]=[CH:14][N:15]=2)[CH:5]=[CH:6][C:7]=1[F:8]. (10) Reactant: [C:1]([O:5][C:6]([NH:8][C@H:9]1[CH2:14][CH2:13][C@H:12]([C:15](OC)=[O:16])[C@H:11]([O:19][CH3:20])[CH2:10]1)=[O:7])([CH3:4])([CH3:3])[CH3:2].[AlH4-].[Li+]. Product: [OH:16][CH2:15][C@H:12]1[CH2:13][CH2:14][C@H:9]([NH:8][C:6](=[O:7])[O:5][C:1]([CH3:2])([CH3:3])[CH3:4])[CH2:10][C@H:11]1[O:19][CH3:20]. The catalyst class is: 28.